From a dataset of NCI-60 drug combinations with 297,098 pairs across 59 cell lines. Regression. Given two drug SMILES strings and cell line genomic features, predict the synergy score measuring deviation from expected non-interaction effect. Drug 1: CNC(=O)C1=NC=CC(=C1)OC2=CC=C(C=C2)NC(=O)NC3=CC(=C(C=C3)Cl)C(F)(F)F. Drug 2: CCC1(C2=C(COC1=O)C(=O)N3CC4=CC5=C(C=CC(=C5CN(C)C)O)N=C4C3=C2)O.Cl. Cell line: ACHN. Synergy scores: CSS=22.0, Synergy_ZIP=5.92, Synergy_Bliss=4.13, Synergy_Loewe=-33.2, Synergy_HSA=-4.31.